From a dataset of Reaction yield outcomes from USPTO patents with 853,638 reactions. Predict the reaction yield, written as a fraction of the theoretical maximum amount of product (1.0 means a 100% yield; for example, 0.34 means a 34% yield). (1) The product is [OH:34][CH2:33][C:32]1[C:31]([N:35]2[CH:47]=[CH:46][N:38]3[C:39]4[CH2:40][CH2:41][CH2:42][CH2:43][C:44]=4[CH:45]=[C:37]3[C:36]2=[O:48])=[N:30][CH:29]=[CH:28][C:27]=1[C:4]1[CH:5]=[C:6]([NH:9][C:10]2[CH:15]=[CH:14][C:13]([N:16]3[CH2:21][CH2:20][N:19]([CH:22]4[CH2:25][O:24][CH2:23]4)[CH2:18][C@@H:17]3[CH3:26])=[CH:12][N:11]=2)[C:7](=[O:8])[N:2]([CH3:1])[CH:3]=1. The yield is 0.280. The reactants are [CH3:1][N:2]1[C:7](=[O:8])[C:6]([NH:9][C:10]2[CH:15]=[CH:14][C:13]([N:16]3[CH2:21][CH2:20][N:19]([CH:22]4[CH2:25][O:24][CH2:23]4)[CH2:18][C@@H:17]3[CH3:26])=[CH:12][N:11]=2)=[CH:5][C:4]([C:27]2[C:32]([CH:33]=[O:34])=[C:31]([N:35]3[CH:47]=[CH:46][N:38]4[C:39]5[CH2:40][CH2:41][CH2:42][CH2:43][C:44]=5[CH:45]=[C:37]4[C:36]3=[O:48])[N:30]=[CH:29][CH:28]=2)=[CH:3]1.[BH4-].[Na+]. The catalyst is CO. (2) The yield is 0.600. The reactants are [P:1]([O:8]CC)([O:5][CH2:6][CH3:7])[O:2][CH2:3][CH3:4].[CH:11]1[CH:16]=[C:15]2[C:17](Br)=[C:18](Br)[S:19][C:14]2=[CH:13][CH:12]=1. The catalyst is C(Cl)Cl.Cl[Pd]Cl. The product is [CH2:3]([O:2][P:1]([C:18]1[S:19][C:14]2[CH:13]=[CH:12][CH:11]=[CH:16][C:15]=2[C:17]=1[P:1]([O:2][CH2:3][CH3:4])([O:5][CH2:6][CH3:7])=[O:8])([O:5][CH2:6][CH3:7])=[O:8])[CH3:4]. (3) The reactants are C([Li])CCC.Br[C:7]1[CH:8]=[N:9][N:10]([CH:12]([CH3:14])[CH3:13])[CH:11]=1.[Cl-].[CH2:16]([SnH:20]([CH2:25][CH2:26][CH2:27][CH3:28])[CH2:21][CH2:22][CH2:23][CH3:24])[CH2:17][CH2:18][CH3:19]. The catalyst is C(OCC)C. The product is [CH:12]([N:10]1[CH:11]=[C:7]([Sn:20]([CH2:21][CH2:22][CH2:23][CH3:24])([CH2:25][CH2:26][CH2:27][CH3:28])[CH2:16][CH2:17][CH2:18][CH3:19])[CH:8]=[N:9]1)([CH3:14])[CH3:13]. The yield is 0.940.